This data is from Forward reaction prediction with 1.9M reactions from USPTO patents (1976-2016). The task is: Predict the product of the given reaction. Given the reactants [CH3:1][CH:2]([CH3:6])[CH2:3][CH2:4][NH2:5].[N:7]1[CH:8]=[CH:9][N:10]2[CH:15]=[CH:14][C:13]([CH2:16][NH:17][C:18](=[O:28])[NH:19][C:20]3[S:21][C:22]([C:25]([OH:27])=O)=[CH:23][N:24]=3)=[CH:12][C:11]=12.[N+](C1C=CC(C(O)=O)=CC=1)([O-])=O, predict the reaction product. The product is: [N:7]1[CH:8]=[CH:9][N:10]2[CH:15]=[CH:14][C:13]([CH2:16][NH:17][C:18]([NH:19][C:20]3[S:21][C:22]([C:25]([NH:5][CH2:4][CH2:3][CH:2]([CH3:6])[CH3:1])=[O:27])=[CH:23][N:24]=3)=[O:28])=[CH:12][C:11]=12.